The task is: Predict the product of the given reaction.. This data is from Forward reaction prediction with 1.9M reactions from USPTO patents (1976-2016). The product is: [CH3:22][O:23][C:24]([C:26]1(/[CH:32]=[CH:33]/[C:14]2[CH:13]=[C:12]3[C:17]([CH:18]=[CH:19][C:10]([C@H:8]([NH:7][C:6]([O:5][C:1]([CH3:4])([CH3:3])[CH3:2])=[O:21])[CH3:9])=[N:11]3)=[CH:16][CH:15]=2)[CH2:31][CH2:30][CH2:29][CH2:28][O:27]1)=[O:25]. Given the reactants [C:1]([O:5][C:6](=[O:21])[NH:7][C@@H:8]([C:10]1[CH:19]=[CH:18][C:17]2[C:12](=[CH:13][C:14](Br)=[CH:15][CH:16]=2)[N:11]=1)[CH3:9])([CH3:4])([CH3:3])[CH3:2].[CH3:22][O:23][C:24]([C:26]1([CH:32]=[CH2:33])[CH2:31][CH2:30][CH2:29][CH2:28][O:27]1)=[O:25].C1(C)C=CC=CC=1P(C1C=CC=CC=1C)C1C=CC=CC=1C.C1(CNCC2CCCCC2)CCCCC1, predict the reaction product.